This data is from Reaction yield outcomes from USPTO patents with 853,638 reactions. The task is: Predict the reaction yield, written as a fraction of the theoretical maximum amount of product (1.0 means a 100% yield; for example, 0.34 means a 34% yield). The reactants are [C:1]([O:14]C)(=[O:13])[CH2:2][CH2:3][CH2:4][CH2:5][CH2:6][CH2:7][CH2:8][CH:9]=[CH:10][CH2:11][CH3:12].O.[OH-].[K+].II. The catalyst is CCOC(C)=O.C(O)(C)C. The product is [C:1]([OH:14])(=[O:13])[CH2:2][CH2:3][CH2:4][CH2:5][CH2:6][CH2:7][CH2:8][CH:9]=[CH:10][CH2:11][CH3:12]. The yield is 0.890.